Task: Binary Classification. Given a T-cell receptor sequence (or CDR3 region) and an epitope sequence, predict whether binding occurs between them.. Dataset: TCR-epitope binding with 47,182 pairs between 192 epitopes and 23,139 TCRs (1) The TCR CDR3 sequence is CSVVGGLLEAFF. Result: 0 (the TCR does not bind to the epitope). The epitope is QASQEVKNW. (2) The epitope is HTDFSSEIIGY. The TCR CDR3 sequence is CSVEIGDEKLFF. Result: 0 (the TCR does not bind to the epitope).